From a dataset of Reaction yield outcomes from USPTO patents with 853,638 reactions. Predict the reaction yield, written as a fraction of the theoretical maximum amount of product (1.0 means a 100% yield; for example, 0.34 means a 34% yield). (1) The reactants are C(OC([NH:8][C:9]1[CH:10]=[C:11]([S:15]([NH2:18])(=[O:17])=[O:16])[CH:12]=[CH:13][CH:14]=1)=O)(C)(C)C.[Cl:19][C:20]1[CH:21]=[C:22]([NH:30][C:31](OC2C=CC=CC=2)=[O:32])[C:23](=[CH:28][CH:29]=1)[C:24](OC)=[O:25]. No catalyst specified. The product is [NH2:8][C:9]1[CH:10]=[C:11]([S:15]([N:18]2[C:24](=[O:25])[C:23]3[C:22](=[CH:21][C:20]([Cl:19])=[CH:29][CH:28]=3)[NH:30][C:31]2=[O:32])(=[O:16])=[O:17])[CH:12]=[CH:13][CH:14]=1. The yield is 0.490. (2) The reactants are [NH2:1][C:2]1[N:11]=[C:10]([NH2:12])[C:9]([Cl:13])=[CH:8][C:3]=1[C:4]([O:6][CH3:7])=[O:5].Cl[CH2:15][CH:16]=O. The catalyst is CO. The product is [NH2:12][C:10]1[N:11]2[CH:15]=[CH:16][N:1]=[C:2]2[C:3]([C:4]([O:6][CH3:7])=[O:5])=[CH:8][C:9]=1[Cl:13]. The yield is 0.680. (3) The reactants are [CH3:1][O:2][C:3]1[CH:4]=[C:5]2[C:10](=[C:11]([O:15][CH3:16])[C:12]=1[O:13][CH3:14])[CH:9]=[C:8](/[CH:17]=[CH:18]/[C:19]([OH:21])=[O:20])[CH2:7][CH2:6]2.ClC1C(=O)C(C#N)=C(C#N)C(=O)C=1Cl. The catalyst is C1(C)C=CC=CC=1. The product is [CH3:1][O:2][C:3]1[CH:4]=[C:5]2[C:10](=[C:11]([O:15][CH3:16])[C:12]=1[O:13][CH3:14])[CH:9]=[C:8](/[CH:17]=[CH:18]/[C:19]([OH:21])=[O:20])[CH:7]=[CH:6]2. The yield is 0.880. (4) The reactants are [F:1][C:2]1[CH:7]=[CH:6][C:5]([N:8]2[C:12]([NH:13][C:14](=[O:22])OC3C=CC=CC=3)=[CH:11][C:10]([C:23]([F:26])([F:25])[F:24])=[N:9]2)=[CH:4][CH:3]=1.[CH3:27][O:28][C:29]1[CH:30]=[C:31]2[C:36](=[CH:37][C:38]=1[O:39][CH2:40][CH2:41][O:42][CH3:43])[N:35]=[CH:34][N:33]=[C:32]2[S:44][C:45]1[CH:46]=[C:47]([CH:49]=[CH:50][CH:51]=1)[NH2:48]. The catalyst is CN(C)C1C=CN=CC=1.C1COCC1. The product is [F:1][C:2]1[CH:3]=[CH:4][C:5]([N:8]2[C:12]([NH:13][C:14]([NH:48][C:47]3[CH:49]=[CH:50][CH:51]=[C:45]([S:44][C:32]4[C:31]5[C:36](=[CH:37][C:38]([O:39][CH2:40][CH2:41][O:42][CH3:43])=[C:29]([O:28][CH3:27])[CH:30]=5)[N:35]=[CH:34][N:33]=4)[CH:46]=3)=[O:22])=[CH:11][C:10]([C:23]([F:24])([F:25])[F:26])=[N:9]2)=[CH:6][CH:7]=1. The yield is 0.250. (5) The reactants are C(OC([N:11]1[CH2:16][CH2:15][CH:14]([N:17]([C:27]2[CH:31]=[C:30]([C:32]3[CH:37]=[CH:36][CH:35]=[CH:34][CH:33]=3)[S:29][C:28]=2[C:38]([O:40][CH3:41])=[O:39])[C:18]([CH:20]2[CH2:25][CH2:24][CH:23]([CH3:26])[CH2:22][CH2:21]2)=[O:19])[CH2:13][CH2:12]1)=O)C1C=CC=CC=1.C(OCC)(=O)C. The catalyst is [Pd].CO. The product is [CH3:41][O:40][C:38]([C:28]1[S:29][C:30]([C:32]2[CH:33]=[CH:34][CH:35]=[CH:36][CH:37]=2)=[CH:31][C:27]=1[N:17]([C:18]([CH:20]1[CH2:21][CH2:22][CH:23]([CH3:26])[CH2:24][CH2:25]1)=[O:19])[CH:14]1[CH2:15][CH2:16][NH:11][CH2:12][CH2:13]1)=[O:39]. The yield is 0.740. (6) The reactants are [Br:1][C:2]1[CH:3]=[C:4]2[C:15](=[CH:16][CH:17]=1)[O:14][C:7]1[C:8]([F:13])=[N:9][C:10]([Cl:12])=[CH:11][C:6]=1[C:5]2=O.[CH3:19][C:20]([S@:23]([NH2:25])=[O:24])([CH3:22])[CH3:21]. The catalyst is C1COCC1.[O-]CC.[Ti+4].[O-]CC.[O-]CC.[O-]CC. The product is [Br:1][C:2]1[CH:3]=[C:4]2[C:15](=[CH:16][CH:17]=1)[O:14][C:7]1[C:8]([F:13])=[N:9][C:10]([Cl:12])=[CH:11][C:6]=1[C:5]2=[N:25][S:23]([C:20]([CH3:22])([CH3:21])[CH3:19])=[O:24]. The yield is 0.571. (7) The reactants are C[C:2]([CH3:5])([O-])C.[Na+].Br[C:8]1[S:12][C:11]([C:13]([O:15][CH2:16][CH3:17])=[O:14])=[CH:10][CH:9]=1.[NH:18]1[CH2:24][CH2:23]C[NH:21][CH2:20][CH2:19]1.C1(P(C2C=CC=CC=2)C2C=CC3C(=CC=CC=3)C=2C2C3C(=CC=CC=3)C=CC=2P(C2C=CC=CC=2)C2C=CC=CC=2)C=CC=CC=1. The catalyst is C1(C)C=CC=CC=1.CO.C([O-])(=O)C.[Pd+2].C([O-])(=O)C. The product is [CH2:24]([N:18]1[CH2:5][CH2:2][N:21]([C:8]2[S:12][C:11]([C:13]([O:15][CH2:16][CH3:17])=[O:14])=[CH:10][CH:9]=2)[CH2:20][CH2:19]1)[CH3:23]. The yield is 0.170. (8) The reactants are [CH2:1]([N:8]1[C:16]2[C:11](=[C:12]([O:17]CC3C=CC=CC=3)[CH:13]=[CH:14][CH:15]=2)[CH:10]=[C:9]1[CH3:25])[C:2]1[CH:7]=[CH:6][CH:5]=[CH:4][CH:3]=1.C(OCC)(=O)C. The catalyst is [Pd].[Hg].CO. The product is [CH2:1]([N:8]1[C:16]2[CH:15]=[CH:14][CH:13]=[C:12]([OH:17])[C:11]=2[CH:10]=[C:9]1[CH3:25])[C:2]1[CH:3]=[CH:4][CH:5]=[CH:6][CH:7]=1. The yield is 0.490. (9) The reactants are C(OC(=O)[NH:10][C:11]1[C:12](=[O:25])[N:13]([CH2:21][CH2:22][CH2:23][CH3:24])[C:14]2[CH2:15][CH2:16][CH2:17][CH2:18][C:19]=2[CH:20]=1)C1C=CC=CC=1.[C:27]([OH:30])(=[O:29])[CH3:28]. The catalyst is CO.[Pd]. The product is [C:27]([OH:30])(=[O:29])[CH3:28].[NH2:10][C:11]1[C:12](=[O:25])[N:13]([CH2:21][CH2:22][CH2:23][CH3:24])[C:14]2[CH2:15][CH2:16][CH2:17][CH2:18][C:19]=2[CH:20]=1. The yield is 0.760.